This data is from Reaction yield outcomes from USPTO patents with 853,638 reactions. The task is: Predict the reaction yield, written as a fraction of the theoretical maximum amount of product (1.0 means a 100% yield; for example, 0.34 means a 34% yield). (1) The reactants are [Cl:1][C:2]1[CH:3]=[C:4]([CH:8]=[C:9]([O:11][CH3:12])[N:10]=1)[C:5]([OH:7])=[O:6].[C:13]([O-])([O-])=O.[K+].[K+].CI. The catalyst is CN(C=O)C. The product is [CH3:13][O:6][C:5](=[O:7])[C:4]1[CH:8]=[C:9]([O:11][CH3:12])[N:10]=[C:2]([Cl:1])[CH:3]=1. The yield is 0.870. (2) The reactants are [CH2:1]([O:8][C@@H:9]1[C@@H:14]([O:15][CH2:16][C:17]2[CH:22]=[CH:21][CH:20]=[CH:19][CH:18]=2)[C@@H:13]([O:23][CH2:24][C:25]2[CH:30]=[CH:29][CH:28]=[CH:27][CH:26]=2)[C@@H:12]([CH2:31][O:32][CH2:33][C:34]2[CH:39]=[CH:38][CH:37]=[CH:36][CH:35]=2)[O:11][C@@:10]21[C:51]1[S:50][C:49]3[C:44](=[CH:45][CH:46]=[CH:47][C:48]=3[CH2:52]O)[C:43]=1[CH2:42][CH2:41][O:40]2)[C:2]1[CH:7]=[CH:6][CH:5]=[CH:4][CH:3]=1.C(Cl)(Cl)(Cl)[Cl:55].C1(P(C2C=CC=CC=2)C2C=CC=CC=2)C=CC=CC=1. The catalyst is ClCCl. The product is [CH2:1]([O:8][C@@H:9]1[C@@H:14]([O:15][CH2:16][C:17]2[CH:22]=[CH:21][CH:20]=[CH:19][CH:18]=2)[C@@H:13]([O:23][CH2:24][C:25]2[CH:30]=[CH:29][CH:28]=[CH:27][CH:26]=2)[C@@H:12]([CH2:31][O:32][CH2:33][C:34]2[CH:39]=[CH:38][CH:37]=[CH:36][CH:35]=2)[O:11][C@@:10]21[C:51]1[S:50][C:49]3[C:44](=[CH:45][CH:46]=[CH:47][C:48]=3[CH2:52][Cl:55])[C:43]=1[CH2:42][CH2:41][O:40]2)[C:2]1[CH:7]=[CH:6][CH:5]=[CH:4][CH:3]=1. The yield is 0.480. (3) The reactants are [CH3:1][O:2][C:3]1[C:16]([O:17][CH3:18])=[CH:15][CH:14]=[CH:13][C:4]=1[C:5]([C:7]1[CH:12]=[CH:11][N:10]=[CH:9][CH:8]=1)=[O:6]. The catalyst is CO. The product is [OH:6][CH:5]([CH:7]1[CH2:8][CH2:9][NH:10][CH2:11][CH2:12]1)[C:4]1[CH:13]=[CH:14][CH:15]=[C:16]([O:17][CH3:18])[C:3]=1[O:2][CH3:1]. The yield is 0.920. (4) The reactants are [CH:1]1([N:6]2[C:11]3[N:12]=[C:13]([NH:16][CH:17]4[CH2:22][CH2:21][NH:20][CH2:19][CH2:18]4)[N:14]=[CH:15][C:10]=3[CH:9]=[C:8]([CH2:23][C:24]3[CH:29]=[CH:28][CH:27]=[CH:26][N:25]=3)[C:7]2=[O:30])[CH2:5][CH2:4][CH2:3][CH2:2]1.C(N(CC)CC)C.[CH3:38][S:39](Cl)(=[O:41])=[O:40]. The catalyst is ClCCl. The product is [CH:1]1([N:6]2[C:11]3[N:12]=[C:13]([NH:16][CH:17]4[CH2:18][CH2:19][N:20]([S:39]([CH3:38])(=[O:41])=[O:40])[CH2:21][CH2:22]4)[N:14]=[CH:15][C:10]=3[CH:9]=[C:8]([CH2:23][C:24]3[CH:29]=[CH:28][CH:27]=[CH:26][N:25]=3)[C:7]2=[O:30])[CH2:5][CH2:4][CH2:3][CH2:2]1. The yield is 0.588. (5) The reactants are C([O:4][C:5]1[CH:6]=[C:7]2[C:12](=[CH:13][CH:14]=1)[N:11]=[CH:10][C:9](Br)=[CH:8]2)(=O)C.[NH:16]1[CH2:20][CH2:19][CH:18]([NH:21][C:22](=[O:28])[O:23][C:24]([CH3:27])([CH3:26])[CH3:25])[CH2:17]1.CC1(C)C2C(=C(P(C3C=CC=CC=3)C3C=CC=CC=3)C=CC=2)OC2C(P(C3C=CC=CC=3)C3C=CC=CC=3)=CC=CC1=2.CC([O-])(C)C.[K+]. The catalyst is CN(C=O)C.C1C=CC(/C=C/C(/C=C/C2C=CC=CC=2)=O)=CC=1.C1C=CC(/C=C/C(/C=C/C2C=CC=CC=2)=O)=CC=1.C1C=CC(/C=C/C(/C=C/C2C=CC=CC=2)=O)=CC=1.[Pd].[Pd]. The product is [OH:4][C:5]1[CH:6]=[C:7]2[C:12](=[CH:13][CH:14]=1)[N:11]=[CH:10][C:9]([N:16]1[CH2:20][CH2:19][CH:18]([NH:21][C:22](=[O:28])[O:23][C:24]([CH3:26])([CH3:25])[CH3:27])[CH2:17]1)=[CH:8]2. The yield is 0.110. (6) The reactants are [C:1]1([C:7]2[CH:11]=[C:10]([NH2:12])[NH:9][N:8]=2)[CH:6]=[CH:5][CH:4]=[CH:3][CH:2]=1.[C:13]([CH:16]([CH2:21][C:22]([O:24][CH3:25])=[O:23])[C:17](OC)=[O:18])(=O)[CH3:14]. The catalyst is C1(C)C(C)=CC=CC=1.O.C1(C)C=CC(S(O)(=O)=O)=CC=1. The product is [CH3:14][C:13]1[NH:12][C:10]2[N:9]([N:8]=[C:7]([C:1]3[CH:2]=[CH:3][CH:4]=[CH:5][CH:6]=3)[CH:11]=2)[C:17](=[O:18])[C:16]=1[CH2:21][C:22]([O:24][CH3:25])=[O:23]. The yield is 0.860. (7) The reactants are [F:1][C:2]1[CH:30]=[C:29]([N+:31]([O-:33])=[O:32])[CH:28]=[CH:27][C:3]=1[O:4][C:5]1[C:14]2[C:9](=[CH:10][C:11]([O:17][CH2:18][CH:19]3[CH2:26][CH:22]4[CH2:23][NH:24][CH2:25][CH:21]4[CH2:20]3)=[C:12]([O:15][CH3:16])[CH:13]=2)[N:8]=[CH:7][CH:6]=1.[C:34](#N)C.O.C=O.[BH-](OC(C)=O)(OC(C)=O)OC(C)=O.[Na+]. The catalyst is O. The product is [F:1][C:2]1[CH:30]=[C:29]([N+:31]([O-:33])=[O:32])[CH:28]=[CH:27][C:3]=1[O:4][C:5]1[C:14]2[C:9](=[CH:10][C:11]([O:17][CH2:18][CH:19]3[CH2:26][CH:22]4[CH2:23][N:24]([CH3:34])[CH2:25][CH:21]4[CH2:20]3)=[C:12]([O:15][CH3:16])[CH:13]=2)[N:8]=[CH:7][CH:6]=1. The yield is 0.500. (8) The reactants are [O:1]([C:8]1[CH:28]=[CH:27][C:11]([O:12][C:13]2[CH:18]=[CH:17][N:16]=[CH:15][C:14]=2[C:19]2[CH:20]=[C:21]([CH2:25][NH2:26])[CH:22]=[CH:23][CH:24]=2)=[CH:10][CH:9]=1)[C:2]1[CH:7]=[CH:6][CH:5]=[CH:4][CH:3]=1.N1C=CC=CC=1.CN1C[CH2:39][CH2:38][C:37]1=[O:41]. The catalyst is ClCCl. The product is [O:1]([C:8]1[CH:9]=[CH:10][C:11]([O:12][C:13]2[CH:18]=[CH:17][N:16]=[CH:15][C:14]=2[C:19]2[CH:20]=[C:21]([CH:22]=[CH:23][CH:24]=2)[CH2:25][NH:26][C:37](=[O:41])[CH2:38][CH3:39])=[CH:27][CH:28]=1)[C:2]1[CH:7]=[CH:6][CH:5]=[CH:4][CH:3]=1. The yield is 0.580. (9) The reactants are [CH2:1](/[N:5]=[CH:6]/[C:7]1[C:12](F)=[CH:11][CH:10]=[CH:9][C:8]=1[Cl:14])[CH2:2][CH2:3][CH3:4].[CH2:15]([Mg]Br)[CH3:16]. The catalyst is O1CCCC1.CCOCC. The product is [CH2:1](/[N:5]=[CH:6]/[C:7]1[C:12]([CH2:15][CH3:16])=[CH:11][CH:10]=[CH:9][C:8]=1[Cl:14])[CH2:2][CH2:3][CH3:4]. The yield is 0.890.